From a dataset of Forward reaction prediction with 1.9M reactions from USPTO patents (1976-2016). Predict the product of the given reaction. (1) Given the reactants [CH3:1][O:2][C:3]([CH:5]([CH:12]1[NH:17][CH2:16][CH2:15][CH2:14][CH2:13]1)[C:6]1[CH:7]=[CH:8][CH:9]=[CH:10][CH:11]=1)=[O:4].[ClH:18].C(O)(C)C, predict the reaction product. The product is: [CH3:1][O:2][C:3]([CH:5]([CH:12]1[NH:17][CH2:16][CH2:15][CH2:14][CH2:13]1)[C:6]1[CH:11]=[CH:10][CH:9]=[CH:8][CH:7]=1)=[O:4].[ClH:18]. (2) Given the reactants CC1(C)C(C)(C)OB([C:9]2[CH:10]=[CH:11][C:12]([O:17][C:18]([F:21])([F:20])[F:19])=[C:13]([CH:16]=2)[CH:14]=[O:15])O1.Cl[C:24]1[CH:31]=[CH:30][C:27]([C:28]#[N:29])=[CH:26][C:25]=1[F:32].C(=O)([O-])[O-].[K+].[K+], predict the reaction product. The product is: [F:32][C:25]1[CH:26]=[C:27]([C:28]#[N:29])[CH:30]=[CH:31][C:24]=1[C:9]1[CH:10]=[CH:11][C:12]([O:17][C:18]([F:19])([F:20])[F:21])=[C:13]([CH:14]=[O:15])[CH:16]=1. (3) Given the reactants [Cl:1][C:2]1[C:7](/[CH:8]=[C:9](\[C:12]2[CH:17]=[CH:16][C:15]([F:18])=[CH:14][CH:13]=2)/[CH:10]=[O:11])=[CH:6][CH:5]=[CH:4][N:3]=1.[OH-:19].[Na+].OO.[BH4-].[Na+], predict the reaction product. The product is: [Cl:1][C:2]1[C:7]([CH:8]2[O:19][C:9]2([CH2:10][OH:11])[C:12]2[CH:13]=[CH:14][C:15]([F:18])=[CH:16][CH:17]=2)=[CH:6][CH:5]=[CH:4][N:3]=1. (4) Given the reactants [Cl:1][C:2]1[CH:3]=[C:4]([NH:20][C:21]2[C:31]3[CH:30]=[C:29]([C:32]([O:34][CH3:35])=[O:33])[CH2:28][CH2:27][N:26](CC4C=CC(OC)=CC=4)[C:25]=3[N:24]=[CH:23][N:22]=2)[CH:5]=[CH:6][C:7]=1[O:8][C:9]1[CH:14]=[CH:13][CH:12]=[C:11]([O:15][C:16]([F:19])([F:18])[F:17])[CH:10]=1.FC(F)(F)C(O)=O, predict the reaction product. The product is: [Cl:1][C:2]1[CH:3]=[C:4]([NH:20][C:21]2[C:31]3[CH:30]=[C:29]([C:32]([O:34][CH3:35])=[O:33])[CH2:28][CH2:27][NH:26][C:25]=3[N:24]=[CH:23][N:22]=2)[CH:5]=[CH:6][C:7]=1[O:8][C:9]1[CH:14]=[CH:13][CH:12]=[C:11]([O:15][C:16]([F:19])([F:17])[F:18])[CH:10]=1. (5) Given the reactants Br[CH2:2][C:3]1[C:7]([O:8][C:9]2[CH:14]=[CH:13][CH:12]=[C:11]([O:15][C:16]([F:19])([F:18])[F:17])[CH:10]=2)=[N:6][N:5]([C:20]2[CH:25]=[CH:24][C:23]([C:26]([F:29])([F:28])[F:27])=[CH:22][CH:21]=2)[N:4]=1, predict the reaction product. The product is: [CH3:2][C:3]1[C:7]([O:8][C:9]2[CH:14]=[CH:13][CH:12]=[C:11]([O:15][C:16]([F:18])([F:17])[F:19])[CH:10]=2)=[N:6][N:5]([C:20]2[CH:25]=[CH:24][C:23]([C:26]([F:28])([F:27])[F:29])=[CH:22][CH:21]=2)[N:4]=1.